This data is from Catalyst prediction with 721,799 reactions and 888 catalyst types from USPTO. The task is: Predict which catalyst facilitates the given reaction. Reactant: F[C:2]1[CH:9]=[CH:8][C:7]([I:10])=[CH:6][C:3]=1[CH:4]=[O:5].[CH3:11][C:12]1[CH:17]=[C:16]([OH:18])[CH:15]=[C:14]([CH3:19])[N:13]=1.C([O-])([O-])=O.[K+].[K+]. Product: [CH3:11][C:12]1[CH:17]=[C:16]([O:18][C:2]2[CH:9]=[CH:8][C:7]([I:10])=[CH:6][C:3]=2[CH:4]=[O:5])[CH:15]=[C:14]([CH3:19])[N:13]=1. The catalyst class is: 80.